From a dataset of Forward reaction prediction with 1.9M reactions from USPTO patents (1976-2016). Predict the product of the given reaction. (1) Given the reactants [Cl:1][C:2]1[C:3]([NH:12][S:13]([C:16]2[CH:25]=[CH:24][C:19]([C:20]([O:22][CH3:23])=[O:21])=[CH:18][CH:17]=2)(=[O:15])=[O:14])=[N:4][CH:5]=[C:6]([C:8]([F:11])([F:10])[F:9])[CH:7]=1.Br[CH2:27][C:28]1[CH:33]=[CH:32][C:31]([O:34][CH2:35][C:36]([F:39])([F:38])[F:37])=[CH:30][CH:29]=1, predict the reaction product. The product is: [Cl:1][C:2]1[C:3]([N:12]([CH2:27][C:28]2[CH:33]=[CH:32][C:31]([O:34][CH2:35][C:36]([F:37])([F:38])[F:39])=[CH:30][CH:29]=2)[S:13]([C:16]2[CH:25]=[CH:24][C:19]([C:20]([O:22][CH3:23])=[O:21])=[CH:18][CH:17]=2)(=[O:15])=[O:14])=[N:4][CH:5]=[C:6]([C:8]([F:11])([F:9])[F:10])[CH:7]=1. (2) The product is: [CH3:27][O:26][C:24]([C:23](=[CH:28][CH:29]=[CH:30][C:31]1[CH:36]=[CH:35][C:34]([CH:37]([CH3:39])[CH3:38])=[CH:33][CH:32]=1)[N:20]=[P:7]([C:1]1[CH:2]=[CH:3][CH:4]=[CH:5][CH:6]=1)([C:8]1[CH:13]=[CH:12][CH:11]=[CH:10][CH:9]=1)[C:14]1[CH:15]=[CH:16][CH:17]=[CH:18][CH:19]=1)=[O:25]. Given the reactants [C:1]1([P:7]([C:14]2[CH:19]=[CH:18][CH:17]=[CH:16][CH:15]=2)[C:8]2[CH:13]=[CH:12][CH:11]=[CH:10][CH:9]=2)[CH:6]=[CH:5][CH:4]=[CH:3][CH:2]=1.[N:20](/[C:23](=[CH:28]\[CH:29]=[CH:30]\[C:31]1[CH:36]=[CH:35][C:34]([CH:37]([CH3:39])[CH3:38])=[CH:33][CH:32]=1)/[C:24]([O:26][CH3:27])=[O:25])=[N+]=[N-], predict the reaction product. (3) Given the reactants Br[C:2]1[CH:6]=[CH:5][S:4][CH:3]=1.[S:7]1[CH:11]=[CH:10][C:9](B(O)O)=[CH:8]1.P([O-])([O-])([O-])=O.[K+].[K+].[K+].C(O)CCC, predict the reaction product. The product is: [S:4]1[CH:5]=[CH:6][C:2]([C:9]2[CH:10]=[CH:11][S:7][CH:8]=2)=[CH:3]1. (4) Given the reactants [Br-].[CH3:2][O:3][C:4]1[CH:5]=[CH:6][CH:7]=[CH:8][CH:9]=1.[Mg+2].[Br-].[CH3:12][C:13]1([CH:17]=[O:18])[CH2:16][O:15][CH2:14]1.[Cl-].[Na+], predict the reaction product. The product is: [CH3:2][O:3][C:4]1[CH:9]=[C:8]([CH:17]([C:13]2([CH3:12])[CH2:16][O:15][CH2:14]2)[OH:18])[CH:7]=[CH:6][CH:5]=1. (5) The product is: [CH2:20]([O:10][C:9](=[O:11])[CH2:8][C:5]1[CH:6]=[CH:7][C:2]([Br:1])=[CH:3][C:4]=1[N+:12]([O-:14])=[O:13])[CH3:21]. Given the reactants [Br:1][C:2]1[CH:7]=[CH:6][C:5]([CH2:8][C:9]([OH:11])=[O:10])=[C:4]([N+:12]([O-:14])=[O:13])[CH:3]=1.OS(O)(=O)=O.[CH3:20][CH2:21]O, predict the reaction product. (6) Given the reactants [CH3:1][O:2][C:3](=[O:29])[C@@H:4]([NH:18][C:19](=[O:28])[C:20]1[CH:25]=[C:24]([Br:26])[CH:23]=[CH:22][C:21]=1[OH:27])[CH2:5][C:6]1[CH:11]=[CH:10][C:9]([C:12]2[CH:17]=[CH:16][CH:15]=[CH:14][CH:13]=2)=[CH:8][CH:7]=1.[CH2:30]([O:37][C:38]1[CH:45]=[CH:44][C:41]([CH2:42]Cl)=[CH:40][CH:39]=1)[C:31]1[CH:36]=[CH:35][CH:34]=[CH:33][CH:32]=1, predict the reaction product. The product is: [CH3:1][O:2][C:3](=[O:29])[C@@H:4]([NH:18][C:19](=[O:28])[C:20]1[CH:25]=[C:24]([Br:26])[CH:23]=[CH:22][C:21]=1[O:27][CH2:42][C:41]1[CH:44]=[CH:45][C:38]([O:37][CH2:30][C:31]2[CH:36]=[CH:35][CH:34]=[CH:33][CH:32]=2)=[CH:39][CH:40]=1)[CH2:5][C:6]1[CH:7]=[CH:8][C:9]([C:12]2[CH:17]=[CH:16][CH:15]=[CH:14][CH:13]=2)=[CH:10][CH:11]=1. (7) Given the reactants [Cl:1][C:2]1[C:3]([CH3:13])=[C:4]([I:12])[C:5]([OH:11])=[C:6]([C:8](=[O:10])[CH3:9])[CH:7]=1.S(OC)(O[CH3:18])(=O)=O.C(=O)([O-])[O-].[K+].[K+], predict the reaction product. The product is: [Cl:1][C:2]1[C:3]([CH3:13])=[C:4]([I:12])[C:5]([O:11][CH3:18])=[C:6]([C:8](=[O:10])[CH3:9])[CH:7]=1. (8) Given the reactants [CH3:1][C:2]12[CH2:12][C:6]3([CH3:13])[CH2:7][C:8]([CH3:11])([CH2:10][C:4]([NH2:14])([CH2:5]3)[CH2:3]1)[CH2:9]2.[Cl:15][C:16]1[CH:21]=[CH:20][CH:19]=[CH:18][C:17]=1[S:22]([N:25]1[CH2:30][CH2:29][CH2:28][C@H:27]([C:31](O)=[O:32])[CH2:26]1)(=[O:24])=[O:23].O.ON1C2C=CC=CC=2N=N1.Cl.CN(C)CCCN=C=NCC, predict the reaction product. The product is: [CH3:13][C:6]12[CH2:12][C:2]3([CH3:1])[CH2:9][C:8]([CH3:11])([CH2:10][C:4]([NH:14][C:31]([CH:27]4[CH2:28][CH2:29][CH2:30][N:25]([S:22]([C:17]5[CH:18]=[CH:19][CH:20]=[CH:21][C:16]=5[Cl:15])(=[O:24])=[O:23])[CH2:26]4)=[O:32])([CH2:3]3)[CH2:5]1)[CH2:7]2. (9) Given the reactants Cl[C:2]1[CH:7]=[C:6]([Cl:8])[N:5]=[C:4]([O:9][C@H:10]([CH3:14])[CH2:11][O:12][CH3:13])[N:3]=1.Cl.Cl.[CH3:17][O:18][C:19]1[CH:24]=[CH:23][N:22]=[C:21]2[NH:25][CH:26]=[C:27]([CH:28]3[CH2:33][CH2:32][NH:31][CH2:30][CH2:29]3)[C:20]=12.CCN(C(C)C)C(C)C, predict the reaction product. The product is: [Cl:8][C:6]1[N:5]=[C:4]([O:9][C@H:10]([CH3:14])[CH2:11][O:12][CH3:13])[N:3]=[C:2]([N:31]2[CH2:30][CH2:29][CH:28]([C:27]3[C:20]4[C:21](=[N:22][CH:23]=[CH:24][C:19]=4[O:18][CH3:17])[NH:25][CH:26]=3)[CH2:33][CH2:32]2)[CH:7]=1. (10) Given the reactants Cl[C:2]1[C:7]([CH3:8])=[C:6]([CH2:9][N:10]2[CH2:15][CH2:14][N:13]([C:16](=[O:18])[CH3:17])[CH2:12][CH2:11]2)[CH:5]=[CH:4][N:3]=1.CC([O-])(C)C.[Na+].C1C=CC(P(C2C(C3C(P(C4C=CC=CC=4)C4C=CC=CC=4)=CC=C4C=3C=CC=C4)=C3C(C=CC=C3)=CC=2)C2C=CC=CC=2)=CC=1.C(=[NH:84])(C1C=CC=CC=1)C1C=CC=CC=1, predict the reaction product. The product is: [NH2:84][C:2]1[C:7]([CH3:8])=[C:6]([CH2:9][N:10]2[CH2:15][CH2:14][N:13]([C:16](=[O:18])[CH3:17])[CH2:12][CH2:11]2)[CH:5]=[CH:4][N:3]=1.